From a dataset of Experimentally validated miRNA-target interactions with 360,000+ pairs, plus equal number of negative samples. Binary Classification. Given a miRNA mature sequence and a target amino acid sequence, predict their likelihood of interaction. (1) The miRNA is hsa-miR-302f with sequence UAAUUGCUUCCAUGUUU. The protein sequence of the target gene is MKMTVDFEECLKDSPRFRAALEEVEGDVAELELKLDKLVKLCIAMIDTGKAFCVANKQFMNGIRDLAQYSSNDAVVETSLTKFSDSLQEMINFHTILFDQTQRSIKAQLQNFVKEDLRKFKDAKKQFEKVSEEKENALVKNAQVQRNKQHEVEEATNILTATRKCFRHIALDYVLQINVLQSKRRSEILKSMLSFMYAHLAFFHQGYDLFSELGPYMKDLGAQLDRLVVDAAKEKREMEQKHSTIQQKDFSSDDSKLEYNVDAANGIVMEGYLFKRASNAFKTWNRRWFSIQNNQLVYQK.... Result: 1 (interaction). (2) The miRNA is hsa-miR-548ad-5p with sequence AAAAGUAAUUGUGGUUUUUG. The protein sequence of the target gene is MAWVKFLRKPGGNLGKVYQPGSMLSLAPTKGLLNEPGQNSCFLNSAVQVLWQLDIFRRSLRVLTGHVCQGDACIFCALKTIFAQFQHSREKALPSDNIRHALAESFKDEQRFQLGLMDDAAECFENMLERIHFHIVPSRDADMCTSKSCITHQKFAMTLYEQCVCRSCGASSDPLPFTEFVRYISTTALCNEVERMLERHERFKPEMFAELLQAANTTDDYRKCPSNCGQKIKIRRVLMNCPEIVTIGLVWDSEHSDLTEAVVRNLATHLYLPGLFYRVTDENAKNSELNLVGMICYTSQ.... Result: 1 (interaction). (3) The miRNA is hsa-miR-379-3p with sequence UAUGUAACAUGGUCCACUAACU. The protein sequence of the target gene is MEEIGILVEKAQDEIPALSVSRPQTGLSFLGPEPEDLEDLYSRYKKLQQELEFLEVQEEYIKDEQKNLKKEFLHAQEEVKRIQSIPLVIGQFLEAVDQNTAIVGSTTGSNYYVRILSTIDRELLKPNASVALHKHSNALVDVLPPEADSSIMMLTSDQKPDVMYADIGGMDIQKQEVREAVELPLTHFELYKQIGIDPPRGVLMYGPPGCGKTMLAKAVAHHTTAAFIRVVGSEFVQKYLGEGPRMVRDVFRLAKENAPAIIFIDEIDAIATKRFDAQTGADREVQRILLELLNQMDGFD.... Result: 0 (no interaction). (4) The miRNA is hsa-miR-6763-3p with sequence CUCCCCGGCCUCUGCCCCCAG. The protein sequence of the target gene is MAEQQGRELEAECPVCWNPFNNTFHTPKMLDCCHSFCVECLAHLSLVTPARRRLLCPLCRQPTVLASGQPVTDLPTDTAMLALLRLEPHHVILEGHQLCLKDQPKSRYFLRQPQVYTLDLGPQPGGQTGPPPDTASATVSTPILIPSHHSLRECFRNPQFRIFAYLMAVILSVTLLLIFSIFWTKQFLWGVG. Result: 0 (no interaction). (5) The miRNA is hsa-miR-203a-3p with sequence GUGAAAUGUUUAGGACCACUAG. The protein sequence of the target gene is MTSASPEDQNAPVGCPKGARRRRPISVIGGVSLYGTNQTEELDNLLTQPASRPPMPAHQVPPYKAVSARFRPFTFSQSTPIGLDRVGRRRQMRASNVSSDGGTEPSALVDDNGSEEDFSYEDLCQASPRYLQPGGEQLAINELISDGNVVCAEALWDHVTMDDQELGFKAGDVIQVLEASNKDWWWGRSEDKEAWFPASFVRLRVNQEELSENSSSTPSEEQDEEASQSRHRHCENKQQMRTNVIREIMDTERVYIKHLRDICEGYIRQCRKHTGMFTVAQLATIFGNIEDIYKFQRKFL.... Result: 1 (interaction). (6) The miRNA is hsa-miR-3935 with sequence UGUAGAUACGAGCACCAGCCAC. The protein sequence of the target gene is MKVELCSFSGYKIYPGHGRRYARTDGKVFQFLNAKCESAFLSKRNPRQINWTVLYRRKHKKGQSEEIQKKRTRRAVKFQRAITGASLADIMAKRNQKPEVRKAQREQAIRAAKEAKKAKQASKKTAMAAAKAPTKAAPKQKIVKPVKVSAPRVGGKR. Result: 0 (no interaction). (7) The miRNA is hsa-miR-500b-3p with sequence GCACCCAGGCAAGGAUUCUG. The protein sequence of the target gene is MKLVSVALMYLGSLAFLGADTARLDVASEFRKKWNKWALSRGKRELRMSSSYPTGLADVKAGPAQTLIRPQDMKGASRSPEDSSPDAARIRVKRYRQSMNNFQGLRSFGCRFGTCTVQKLAHQIYQFTDKDKDNVAPRSKISPQGYGRRRRRSLPEAGPGRTLVSSKPQAHGAPAPPSGSAPHFL. Result: 1 (interaction). (8) The miRNA is mmu-miR-29b-3p with sequence UAGCACCAUUUGAAAUCAGUGUU. The protein sequence of the target gene is MRLVILDNYDLASEWAAKYICNRIIKFKPGQDRYFSLGLPTGSTPLGCYKKLIEYHKSGNLSFKYVKTFNMDEYVGLPRNHPESYHSYMWNNFFKHIDIDPNNAHILDGNAADLQAECDAFEEKIKEAGGIDLFVGGIGPDGHIAFNEPGSSLVSRTRLKTLAMDTILANAKYFDGDLSKVPTMALTVGVGTVMDAREVMILITGAHKAFALYKAMEEGVNHMWTVSAFQQHPRTIFVCDEDATLELRVKTVKYFKGLMHVHNKLVDPLYSMKEGN. Result: 0 (no interaction). (9) The miRNA is hsa-miR-6870-3p with sequence GCUCAUCCCCAUCUCCUUUCAG. The protein sequence of the target gene is MSQTRKKTSSEGETKPQTSTVNKFLRGSNAESRKEDNDLKTSDSQPSDWIQKTATSETAKPLSSEMEWRSSMEKNEHFLQKLGKKAVNKCLDLNNCGLTTADMKEMVALLPFLPDLEELDISWNGFVGGTLLSITQQMHLVSKLKILRLGSCRLTTDDVQALGEAFEMIPELEELNLSWNSKVGGNLPLILQKFQKGSKIQMIELVDCSLTSEDGTFLGQLLPMLQSLEVLDLSINRDIVGSLNSIAQGLKSTSNLKVLKLHSCGLSQKSVKILDAAFRYLGELRKLDLSCNKDLGGGFE.... Result: 0 (no interaction). (10) The miRNA is hsa-miR-33b-3p with sequence CAGUGCCUCGGCAGUGCAGCCC. The protein sequence of the target gene is MEHIRTTKVEQVKLLDRFSTNNKSLTGTLYLTATHLLFIDAQQKETWILHHHIASVEKLALTTSGCPLVIQCKNFRIVHFIVPRERDCHDIYNSLLQLSKQAKYEDLYAFSYNPKQNDTERRNGWQLIDLAAEYERMGVPNANWQLSDANREYKVCETYPRELYVPRTASRPVIVGSSNFRSKGRLPVLSYCRQGTEAAICRCSQPLSGFSARCLEDEHLLQAISKANPGNRYMYVVDTRPKLNAIANRAAGKGYENEDNYSNIRFQFVGIENIHVMRSSLQKLLEVNGSKGLSVNDFYS.... Result: 0 (no interaction).